From a dataset of NCI-60 drug combinations with 297,098 pairs across 59 cell lines. Regression. Given two drug SMILES strings and cell line genomic features, predict the synergy score measuring deviation from expected non-interaction effect. (1) Drug 1: C1=CN(C=N1)CC(O)(P(=O)(O)O)P(=O)(O)O. Drug 2: C1C(C(OC1N2C=NC(=NC2=O)N)CO)O. Cell line: BT-549. Synergy scores: CSS=17.8, Synergy_ZIP=-5.43, Synergy_Bliss=-2.04, Synergy_Loewe=-0.691, Synergy_HSA=3.77. (2) Synergy scores: CSS=30.5, Synergy_ZIP=-0.807, Synergy_Bliss=-3.38, Synergy_Loewe=-18.6, Synergy_HSA=-1.49. Drug 2: C1C(C(OC1N2C=NC(=NC2=O)N)CO)O. Drug 1: CC1=C(C=C(C=C1)C(=O)NC2=CC(=CC(=C2)C(F)(F)F)N3C=C(N=C3)C)NC4=NC=CC(=N4)C5=CN=CC=C5. Cell line: CCRF-CEM. (3) Drug 1: CC1=CC=C(C=C1)C2=CC(=NN2C3=CC=C(C=C3)S(=O)(=O)N)C(F)(F)F. Drug 2: C1=CC=C(C(=C1)C(C2=CC=C(C=C2)Cl)C(Cl)Cl)Cl. Cell line: T-47D. Synergy scores: CSS=3.64, Synergy_ZIP=-1.31, Synergy_Bliss=-3.86, Synergy_Loewe=-1.01, Synergy_HSA=-4.18. (4) Drug 1: C1=CC(=CC=C1C#N)C(C2=CC=C(C=C2)C#N)N3C=NC=N3. Drug 2: CC1CCC2CC(C(=CC=CC=CC(CC(C(=O)C(C(C(=CC(C(=O)CC(OC(=O)C3CCCCN3C(=O)C(=O)C1(O2)O)C(C)CC4CCC(C(C4)OC)OCCO)C)C)O)OC)C)C)C)OC. Cell line: UO-31. Synergy scores: CSS=6.42, Synergy_ZIP=-1.73, Synergy_Bliss=0.610, Synergy_Loewe=-21.4, Synergy_HSA=-5.50. (5) Synergy scores: CSS=38.8, Synergy_ZIP=-7.18, Synergy_Bliss=-8.19, Synergy_Loewe=-5.23, Synergy_HSA=-2.51. Drug 2: CC1=C2C(C(=O)C3(C(CC4C(C3C(C(C2(C)C)(CC1OC(=O)C(C(C5=CC=CC=C5)NC(=O)C6=CC=CC=C6)O)O)OC(=O)C7=CC=CC=C7)(CO4)OC(=O)C)O)C)OC(=O)C. Drug 1: C1C(C(OC1N2C=C(C(=O)NC2=O)F)CO)O. Cell line: U251. (6) Synergy scores: CSS=-3.01, Synergy_ZIP=4.25, Synergy_Bliss=2.38, Synergy_Loewe=-0.787, Synergy_HSA=-2.20. Drug 1: CS(=O)(=O)OCCCCOS(=O)(=O)C. Drug 2: CC(C)(C#N)C1=CC(=CC(=C1)CN2C=NC=N2)C(C)(C)C#N. Cell line: MDA-MB-231. (7) Drug 1: C(=O)(N)NO. Drug 2: C(CCl)NC(=O)N(CCCl)N=O. Cell line: EKVX. Synergy scores: CSS=0.638, Synergy_ZIP=-2.16, Synergy_Bliss=-5.85, Synergy_Loewe=-4.06, Synergy_HSA=-4.84. (8) Drug 1: CC1=CC2C(CCC3(C2CCC3(C(=O)C)OC(=O)C)C)C4(C1=CC(=O)CC4)C. Drug 2: CN(CC1=CN=C2C(=N1)C(=NC(=N2)N)N)C3=CC=C(C=C3)C(=O)NC(CCC(=O)O)C(=O)O. Cell line: M14. Synergy scores: CSS=19.4, Synergy_ZIP=-6.98, Synergy_Bliss=2.35, Synergy_Loewe=-32.3, Synergy_HSA=-1.05. (9) Drug 1: CC1CCC2CC(C(=CC=CC=CC(CC(C(=O)C(C(C(=CC(C(=O)CC(OC(=O)C3CCCCN3C(=O)C(=O)C1(O2)O)C(C)CC4CCC(C(C4)OC)OCCO)C)C)O)OC)C)C)C)OC. Drug 2: C1CNP(=O)(OC1)N(CCCl)CCCl. Cell line: NCI-H522. Synergy scores: CSS=-0.300, Synergy_ZIP=1.78, Synergy_Bliss=0.767, Synergy_Loewe=0.746, Synergy_HSA=-0.0889. (10) Cell line: MDA-MB-231. Drug 1: C1=NC2=C(N=C(N=C2N1C3C(C(C(O3)CO)O)F)Cl)N. Drug 2: C(CC(=O)O)C(=O)CN.Cl. Synergy scores: CSS=14.7, Synergy_ZIP=-2.90, Synergy_Bliss=0.532, Synergy_Loewe=1.88, Synergy_HSA=1.98.